From a dataset of Full USPTO retrosynthesis dataset with 1.9M reactions from patents (1976-2016). Predict the reactants needed to synthesize the given product. (1) Given the product [CH2:13]([S:12][C:11]1[C:6]([C:4]([OH:5])=[O:3])=[N:7][CH:8]=[C:9]([O:15][CH2:16][C:17]2[CH:22]=[CH:21][C:20]([O:23][CH3:24])=[CH:19][CH:18]=2)[CH:10]=1)[CH3:14], predict the reactants needed to synthesize it. The reactants are: C([O:3][C:4]([C:6]1[C:11]([S:12][CH2:13][CH3:14])=[CH:10][C:9]([O:15][CH2:16][C:17]2[CH:22]=[CH:21][C:20]([O:23][CH3:24])=[CH:19][CH:18]=2)=[CH:8][N:7]=1)=[O:5])C.[OH-].[Na+].Cl. (2) Given the product [C:32]([O:31][C:29](=[O:30])[N:20]([C:11]1[S:12][C@:13]2([CH2:16][OH:17])[C@H:15]([C@:9]([C:4]3[C:5]([F:8])=[N:6][CH:7]=[C:2]([Br:1])[CH:3]=3)([CH3:36])[N:10]=1)[CH2:14]2)[CH2:21][O:22][CH2:23][CH2:24][Si:25]([CH3:28])([CH3:27])[CH3:26])([CH3:34])([CH3:33])[CH3:35], predict the reactants needed to synthesize it. The reactants are: [Br:1][C:2]1[CH:3]=[C:4]([C@:9]2([CH3:36])[C@H:15]3[C@:13]([C:16](OC)=[O:17])([CH2:14]3)[S:12][C:11]([N:20]([C:29]([O:31][C:32]([CH3:35])([CH3:34])[CH3:33])=[O:30])[CH2:21][O:22][CH2:23][CH2:24][Si:25]([CH3:28])([CH3:27])[CH3:26])=[N:10]2)[C:5]([F:8])=[N:6][CH:7]=1.[BH4-].[Li+].CO. (3) Given the product [F:1][C:2]1[CH:3]=[C:4]([CH:7]=[CH:8][C:9]=1[C:10]([F:11])([F:12])[F:13])[CH2:5][NH:6][C:15]([NH:14][C:17]1[CH:25]=[CH:24][CH:23]=[C:22]2[C:18]=1[CH:19]=[CH:20][NH:21]2)=[O:16], predict the reactants needed to synthesize it. The reactants are: [F:1][C:2]1[CH:3]=[C:4]([CH:7]=[CH:8][C:9]=1[C:10]([F:13])([F:12])[F:11])[CH2:5][NH2:6].[N:14]([C:17]1[CH:25]=[CH:24][CH:23]=[C:22]2[C:18]=1[CH:19]=[CH:20][NH:21]2)=[C:15]=[O:16]. (4) Given the product [I:30][C:25]1[CH:26]=[CH:27][CH:28]=[CH:29][C:24]=1[CH2:23][CH:17]([NH:16][CH3:15])[C:18]([O:20][CH2:21][CH3:22])=[O:19], predict the reactants needed to synthesize it. The reactants are: FC(F)(F)C(O)=O.C(OC([CH2:15][NH:16][CH:17]([CH2:23][C:24]1[CH:29]=[CH:28][CH:27]=[CH:26][C:25]=1[I:30])[C:18]([O:20][CH2:21][CH3:22])=[O:19])=O)(C)(C)C. (5) Given the product [Cl:17][C:18]1[CH:23]=[C:22]([C:4]2[CH:5]=[CH:6][CH:7]=[C:2]([F:1])[CH:3]=2)[N:21]=[C:20]([CH3:25])[N:19]=1, predict the reactants needed to synthesize it. The reactants are: [F:1][C:2]1[CH:3]=[C:4](B(O)O)[CH:5]=[CH:6][CH:7]=1.C(=O)([O-])[O-].[K+].[K+].[Cl:17][C:18]1[CH:23]=[C:22](Cl)[N:21]=[C:20]([CH3:25])[N:19]=1.[Cl-].[NH4+].